Predict the product of the given reaction. From a dataset of Forward reaction prediction with 1.9M reactions from USPTO patents (1976-2016). (1) Given the reactants Cl[C:2]1[N:7]=[C:6]2[CH:8]=[N:9][CH:10]=[C:11]([Cl:12])[C:5]2=[N:4][C:3]=1[NH:13][CH:14]1[CH2:16][CH2:15]1.[NH:17]1[CH2:22][CH2:21][NH:20][CH2:19][CH2:18]1, predict the reaction product. The product is: [Cl:12][C:11]1[C:5]2[C:6](=[N:7][C:2]([N:17]3[CH2:22][CH2:21][NH:20][CH2:19][CH2:18]3)=[C:3]([NH:13][CH:14]3[CH2:16][CH2:15]3)[N:4]=2)[CH:8]=[N:9][CH:10]=1. (2) The product is: [CH3:1][O:2][CH:3]([O:19][CH3:20])[C@@:4]1([CH3:18])[C@H:9]([OH:10])[C@@H:8]([N:29]([C:23]2[CH:24]=[CH:25][CH:26]=[C:27]([CH3:28])[C:22]=2[CH3:21])[CH2:30][C:31]2[NH:35][CH:34]=[CH:33][N:32]=2)[C:7]2[CH:11]=[C:12]([N+:15]([O-:17])=[O:16])[CH:13]=[CH:14][C:6]=2[O:5]1. Given the reactants [CH3:1][O:2][CH:3]([O:19][CH3:20])[C@@:4]1([CH3:18])[C@@H:9]2[O:10][C@@H:8]2[C:7]2[CH:11]=[C:12]([N+:15]([O-:17])=[O:16])[CH:13]=[CH:14][C:6]=2[O:5]1.[CH3:21][C:22]1[C:27]([CH3:28])=[CH:26][CH:25]=[CH:24][C:23]=1[NH:29][CH2:30][C:31]1[NH:32][CH:33]=[CH:34][N:35]=1, predict the reaction product. (3) Given the reactants [F:1][C:2]1[CH:10]=[CH:9][CH:8]=[C:7]2[C:3]=1[CH:4]([CH2:14][C:15]([CH:17]1[CH2:22][CH2:21][CH:20]([OH:23])[CH2:19][CH2:18]1)=[O:16])[N:5]1[CH:13]=[N:12][CH:11]=[C:6]12.[C:24](OC(=O)C)(=[O:26])[CH3:25], predict the reaction product. The product is: [C:24]([O:23][CH:20]1[CH2:21][CH2:22][CH:17]([C:15](=[O:16])[CH2:14][CH:4]2[C:3]3[C:7](=[CH:8][CH:9]=[CH:10][C:2]=3[F:1])[C:6]3=[CH:11][N:12]=[CH:13][N:5]23)[CH2:18][CH2:19]1)(=[O:26])[CH3:25]. (4) Given the reactants N(C(OC(C)C)=O)=NC(OC(C)C)=O.[NH2:15][C:16]1[CH:17]=[C:18]([OH:22])[CH:19]=[CH:20][CH:21]=1.[CH:23]1(O)[CH2:27][CH2:26][CH2:25][CH2:24]1.C1(P(C2C=CC=CC=2)C2C=CC=CC=2)C=CC=CC=1, predict the reaction product. The product is: [CH:23]1([O:22][C:18]2[CH:17]=[C:16]([NH2:15])[CH:21]=[CH:20][CH:19]=2)[CH2:27][CH2:26][CH2:25][CH2:24]1. (5) Given the reactants Br[C:2]1[S:3][CH:4]=[CH:5][N:6]=1.[Si:7]([O:14][C@H:15]([CH2:24][O:25][Si:26]([C:29]([CH3:32])([CH3:31])[CH3:30])([CH3:28])[CH3:27])/[CH:16]=[N:17]/[S@:18]([C:20]([CH3:23])([CH3:22])[CH3:21])=[O:19])([C:10]([CH3:13])([CH3:12])[CH3:11])([CH3:9])[CH3:8], predict the reaction product. The product is: [Si:7]([O:14][C@H:15]([CH2:24][O:25][Si:26]([C:29]([CH3:32])([CH3:31])[CH3:30])([CH3:27])[CH3:28])[C@@H:16]([NH:17][S@:18]([C:20]([CH3:21])([CH3:22])[CH3:23])=[O:19])[C:2]1[S:3][CH:4]=[CH:5][N:6]=1)([C:10]([CH3:13])([CH3:11])[CH3:12])([CH3:9])[CH3:8]. (6) Given the reactants C(OC([N:8]1[CH:17]([CH2:18][N:19]([CH:21]([CH2:42][C:43]2[CH:48]=[CH:47][C:46]([Cl:49])=[CH:45][CH:44]=2)[C:22](=[O:41])[N:23]2[CH2:28][CH2:27][N:26]([C:29]3[CH:34]=[CH:33][CH:32]=[CH:31][C:30]=3[CH2:35][N:36]3[CH2:40][CH2:39][CH2:38][CH2:37]3)[CH2:25][CH2:24]2)[CH3:20])[CH2:16][C:15]2[C:10](=[CH:11][CH:12]=[CH:13][CH:14]=2)[CH2:9]1)=O)(C)(C)C.[ClH:50], predict the reaction product. The product is: [ClH:49].[ClH:50].[ClH:49].[ClH:49].[Cl:49][C:46]1[CH:45]=[CH:44][C:43]([CH2:42][CH:21]([N:19]([CH3:20])[CH2:18][CH:17]2[CH2:16][C:15]3[C:10](=[CH:11][CH:12]=[CH:13][CH:14]=3)[CH2:9][NH:8]2)[C:22]([N:23]2[CH2:28][CH2:27][N:26]([C:29]3[CH:34]=[CH:33][CH:32]=[CH:31][C:30]=3[CH2:35][N:36]3[CH2:40][CH2:39][CH2:38][CH2:37]3)[CH2:25][CH2:24]2)=[O:41])=[CH:48][CH:47]=1. (7) Given the reactants [N:1]1[C:9]2[CH2:8][CH2:7][N:6](C(OCC)=O)[CH2:5][C:4]=2[S:3][C:2]=1[C:15]([O:17]CC)=[O:16].[ClH:20], predict the reaction product. The product is: [ClH:20].[N:1]1[C:9]2[CH2:8][CH2:7][NH:6][CH2:5][C:4]=2[S:3][C:2]=1[C:15]([OH:17])=[O:16]. (8) Given the reactants FC1C(O[C:9]([C:11]2([F:30])[C:20]([NH:21][C:22]3[CH:27]=[CH:26][C:25]([I:28])=[CH:24][C:23]=3[CH3:29])=[CH:19][C:14]3=[N:15][CH2:16][N:17]([CH3:18])[C:13]3=[CH:12]2)=[O:10])=C(F)C(F)=C(F)C=1F.Cl.[NH2:36][NH2:37].C(N(CC)CC)C.O, predict the reaction product. The product is: [F:30][C:11]1([C:9]([NH:36][NH2:37])=[O:10])[C:20]([NH:21][C:22]2[CH:27]=[CH:26][C:25]([I:28])=[CH:24][C:23]=2[CH3:29])=[CH:19][C:14]2=[N:15][CH2:16][N:17]([CH3:18])[C:13]2=[CH:12]1. (9) Given the reactants [F:1][C:2]1[CH:7]=[CH:6][C:5]([N:8]2[C:17]3[C:12](=[CH:13][C:14]([CH:18]=[O:19])=[CH:15][CH:16]=3)[C:11](=[O:20])[C:10]([C:21]([O:23][CH2:24][CH3:25])=[O:22])=[CH:9]2)=[CH:4][CH:3]=1.[BH4-].[Na+], predict the reaction product. The product is: [F:1][C:2]1[CH:3]=[CH:4][C:5]([N:8]2[C:17]3[C:12](=[CH:13][C:14]([CH2:18][OH:19])=[CH:15][CH:16]=3)[C:11](=[O:20])[C:10]([C:21]([O:23][CH2:24][CH3:25])=[O:22])=[CH:9]2)=[CH:6][CH:7]=1. (10) The product is: [Cl:35][C:32]1[CH:31]=[CH:30][C:29]([S:26]([CH:17]([C:18]2[CH:23]=[C:22]([F:24])[CH:21]=[CH:20][C:19]=2[F:25])[C:15]2[C:14]([F:36])=[CH:13][N:12]=[C:11]([NH2:10])[CH:16]=2)(=[O:27])=[O:28])=[CH:34][CH:33]=1. Given the reactants C(O)C.C(OC(=O)[NH:10][C:11]1[CH:16]=[C:15]([CH:17]([S:26]([C:29]2[CH:34]=[CH:33][C:32]([Cl:35])=[CH:31][CH:30]=2)(=[O:28])=[O:27])[C:18]2[CH:23]=[C:22]([F:24])[CH:21]=[CH:20][C:19]=2[F:25])[C:14]([F:36])=[CH:13][N:12]=1)(C)(C)C.Cl.C(=O)(O)[O-].[Na+], predict the reaction product.